From a dataset of Catalyst prediction with 721,799 reactions and 888 catalyst types from USPTO. Predict which catalyst facilitates the given reaction. (1) Reactant: C[O:2][C:3](=[O:19])[CH2:4][O:5][CH2:6][O:7][C:8]1[CH:9]=[C:10]2[C:15](=[CH:16][CH:17]=1)[N:14]=[CH:13][C:12]([Br:18])=[CH:11]2.O.[OH-].[Li+].O1CCCC1.O. Product: [Br:18][C:12]1[CH:13]=[N:14][C:15]2[C:10]([CH:11]=1)=[CH:9][C:8]([O:7][CH2:6][O:5][CH2:4][C:3]([OH:19])=[O:2])=[CH:17][CH:16]=2. The catalyst class is: 13. (2) Reactant: C[O:2][C:3]1[CH:51]=[CH:50][CH:49]=[CH:48][C:4]=1[CH2:5][N:6]1[CH:10]=[CH:9][C:8]([C:11]2[C:19]3[C:18]([NH:20][C@H:21]([C:23]4[N:28]([C:29]5[CH:34]=[CH:33][CH:32]=[CH:31][CH:30]=5)[C:27](=[O:35])[C:26]5=[C:36]([CH3:39])[CH:37]=[CH:38][N:25]5[N:24]=4)[CH3:22])=[N:17][CH:16]=[N:15][C:14]=3[N:13](COCC[Si](C)(C)C)[CH:12]=2)=[N:7]1.B(Br)(Br)Br.N. Product: [OH:2][C:3]1[CH:51]=[CH:50][CH:49]=[CH:48][C:4]=1[CH2:5][N:6]1[CH:10]=[CH:9][C:8]([C:11]2[C:19]3[C:18]([NH:20][C@H:21]([C:23]4[N:28]([C:29]5[CH:34]=[CH:33][CH:32]=[CH:31][CH:30]=5)[C:27](=[O:35])[C:26]5=[C:36]([CH3:39])[CH:37]=[CH:38][N:25]5[N:24]=4)[CH3:22])=[N:17][CH:16]=[N:15][C:14]=3[NH:13][CH:12]=2)=[N:7]1. The catalyst class is: 4. (3) Reactant: [CH3:1][C:2]1[CH:7]=[CH:6][C:5]([C:8]2[O:9][C:10]([CH3:13])=[N:11][N:12]=2)=[CH:4][C:3]=1[C:14]1[CH:19]=[CH:18][C:17]([C:20](O)=[O:21])=[CH:16][CH:15]=1.C1C=CC2N(O)N=NC=2C=1.Cl.CN(C)CCCN=C=NCC.[CH3:45][CH:46]([NH2:52])[CH2:47][CH:48]([CH3:51])[CH2:49][CH3:50]. Product: [CH3:45][CH:46]([NH:52][C:20]([C:17]1[CH:18]=[CH:19][C:14]([C:3]2[CH:4]=[C:5]([C:8]3[O:9][C:10]([CH3:13])=[N:11][N:12]=3)[CH:6]=[CH:7][C:2]=2[CH3:1])=[CH:15][CH:16]=1)=[O:21])[CH2:47][CH:48]([CH3:51])[CH2:49][CH3:50]. The catalyst class is: 3.